From a dataset of Reaction yield outcomes from USPTO patents with 853,638 reactions. Predict the reaction yield, written as a fraction of the theoretical maximum amount of product (1.0 means a 100% yield; for example, 0.34 means a 34% yield). (1) The reactants are [Cl:1][C:2]1[CH:3]=[C:4]([C:20]2[C:21]([C:26]#[N:27])=[CH:22][CH:23]=[CH:24][CH:25]=2)[CH:5]=[CH:6][C:7]=1[CH2:8][C:9]1[C:14](=[O:15])[NH:13][C:12]([CH3:16])=[N:11][C:10]=1[CH2:17][CH2:18][CH3:19].[CH:28]([O:31][C:32]1[CH:37]=[CH:36][C:35](B(O)O)=[CH:34][CH:33]=1)([CH3:30])[CH3:29].C([N:43](CC)CC)C.N1C=CC=CC=1.[C:54]([O:57]CC)(=[O:56])C. The catalyst is ClCCl.C([O-])(=O)C.[Cu+2].C([O-])(=O)C. The product is [Cl:1][C:2]1[CH:3]=[C:4]([C:20]2[CH:25]=[CH:24][CH:23]=[CH:22][C:21]=2[C:26]2[NH:43][C:54](=[O:56])[O:57][N:27]=2)[CH:5]=[CH:6][C:7]=1[CH2:8][C:9]1[C:14](=[O:15])[N:13]([C:35]2[CH:36]=[CH:37][C:32]([O:31][CH:28]([CH3:30])[CH3:29])=[CH:33][CH:34]=2)[C:12]([CH3:16])=[N:11][C:10]=1[CH2:17][CH2:18][CH3:19]. The yield is 0.580. (2) The reactants are C([O:3][C:4](=O)[NH:5][C:6](=[O:31])[C:7]([C:29]#[N:30])=[N:8][NH:9][C:10]1[CH:15]=[C:14]([Cl:16])[C:13]([CH2:17][C:18]2[CH:23]=[C:22]([CH:24]([CH3:26])[CH3:25])[C:21](=[O:27])[NH:20][N:19]=2)=[C:12]([Cl:28])[CH:11]=1)C.C(CC(NC(OCC)=O)=O)#N. No catalyst specified. The product is [Cl:28][C:12]1[CH:11]=[C:10]([N:9]2[C:4](=[O:3])[NH:5][C:6](=[O:31])[C:7]([C:29]#[N:30])=[N:8]2)[CH:15]=[C:14]([Cl:16])[C:13]=1[CH2:17][C:18]1[CH:23]=[C:22]([CH:24]([CH3:26])[CH3:25])[C:21](=[O:27])[NH:20][N:19]=1. The yield is 0.390. (3) The reactants are CS(O[C@@H:6]1[C@@H:11]([CH3:12])[CH2:10][N:9]([C:13]2[CH:18]=[CH:17][N:16]=[CH:15][C:14]=2[N:19]([C:27]([O:29][C:30]([CH3:33])([CH3:32])[CH3:31])=[O:28])C(OC(C)(C)C)=O)[CH2:8][C@H:7]1[NH:34][C:35]([O:37][C:38]([CH3:41])([CH3:40])[CH3:39])=[O:36])(=O)=O.[C-:42]#[N:43].[Na+]. The catalyst is CN(C=O)C. The product is [C:30]([O:29][C:27]([NH:19][C:14]1[CH:15]=[N:16][CH:17]=[CH:18][C:13]=1[N:9]1[CH2:10][C@H:11]([CH3:12])[C@H:6]([C:42]#[N:43])[C@H:7]([NH:34][C:35](=[O:36])[O:37][C:38]([CH3:39])([CH3:41])[CH3:40])[CH2:8]1)=[O:28])([CH3:31])([CH3:33])[CH3:32]. The yield is 0.0500.